From a dataset of Full USPTO retrosynthesis dataset with 1.9M reactions from patents (1976-2016). Predict the reactants needed to synthesize the given product. (1) Given the product [ClH:25].[CH2:23]([O:22][C:20](=[O:21])/[CH:19]=[CH:18]/[C:14]1[CH:13]=[CH:12][CH:11]=[C:10]2[C:15]=1[CH2:16][CH2:17][NH:8][CH2:9]2)[CH3:24], predict the reactants needed to synthesize it. The reactants are: C(OC([N:8]1[CH2:17][CH2:16][C:15]2[C:10](=[CH:11][CH:12]=[CH:13][C:14]=2/[CH:18]=[CH:19]/[C:20]([O:22][CH2:23][CH3:24])=[O:21])[CH2:9]1)=O)(C)(C)C.[ClH:25].O1CCOCC1. (2) Given the product [CH:2]1([CH2:5][O:6][C@H:7]2[CH2:12][CH2:11][CH2:10][CH2:9][C@H:8]2[NH2:13])[CH2:3][CH2:4]1, predict the reactants needed to synthesize it. The reactants are: Cl.[CH:2]1([CH2:5][O:6][C@H:7]2[CH2:12][CH2:11][CH2:10][CH2:9][C@H:8]2[NH:13]C(=O)OC(C)(C)C)[CH2:4][CH2:3]1. (3) Given the product [CH3:32][C@@H:33]([C@@H:42]1[C@@:46]2([CH3:63])[C@@H:47]([OH:62])[CH2:48][C@@H:49]3[C@@:54]4([CH3:60])[CH2:55][CH2:56][C@@H:57]([OH:59])[CH2:58][C@H:53]4[CH2:52][C@@H:51]([OH:61])[C@H:50]3[C@@H:45]2[CH2:44][CH2:43]1)[CH2:34][CH2:35][CH2:36][CH:37]([C:39]([OH:41])=[O:40])[CH3:38].[CH3:6][CH2:7][CH2:8][CH2:9][CH2:10][C:11]1[C:16]([C:17]([OH:19])=[O:18])=[C:15]([O-:20])[C:14]2[CH:21]=[CH:22][C:23]([CH2:25][CH2:26][CH:27]=[C:28]([CH3:30])[CH3:29])([CH3:24])[O:31][C:13]=2[CH:12]=1, predict the reactants needed to synthesize it. The reactants are: CN(C=O)C.[CH3:6][CH2:7][CH2:8][CH2:9][CH2:10][C:11]1[C:16]([C:17]([OH:19])=[O:18])=[C:15]([OH:20])[C:14]([CH2:21]/[CH:22]=[C:23](/[CH2:25][CH2:26][CH:27]=[C:28]([CH3:30])[CH3:29])\[CH3:24])=[C:13]([OH:31])[CH:12]=1.[CH3:32][C@@H:33]([C@@H:42]1[C@@:46]2([CH3:63])[C@@H:47]([OH:62])[CH2:48][C@@H:49]3[C@@:54]4([CH3:60])[CH2:55][CH2:56][C@@H:57]([OH:59])[CH2:58][C@H:53]4[CH2:52][C@@H:51]([OH:61])[C@H:50]3[C@@H:45]2[CH2:44][CH2:43]1)[CH2:34][CH2:35][CH2:36][CH:37]([C:39]([OH:41])=[O:40])[CH3:38].